The task is: Predict the reactants needed to synthesize the given product.. This data is from Full USPTO retrosynthesis dataset with 1.9M reactions from patents (1976-2016). Given the product [Br:43][C:33]1[N:31]2[CH:32]=[C:27]([C:18]3[C:19]([N:21]([CH3:26])[S:22]([CH3:25])(=[O:24])=[O:23])=[CH:20][C:10]4[O:9][C:8]([C:5]5[CH:4]=[CH:3][C:2]([F:1])=[CH:7][CH:6]=5)=[C:12]([C:13]([NH:15][CH3:16])=[O:14])[C:11]=4[CH:17]=3)[CH:28]=[CH:29][C:30]2=[N:35][CH:34]=1, predict the reactants needed to synthesize it. The reactants are: [F:1][C:2]1[CH:7]=[CH:6][C:5]([C:8]2[O:9][C:10]3[CH:20]=[C:19]([N:21]([CH3:26])[S:22]([CH3:25])(=[O:24])=[O:23])[C:18]([C:27]4[CH:28]=[CH:29][C:30]5[N:31]([CH:33]=[CH:34][N:35]=5)[CH:32]=4)=[CH:17][C:11]=3[C:12]=2[C:13]([NH:15][CH3:16])=[O:14])=[CH:4][CH:3]=1.C1C(=O)N([Br:43])C(=O)C1.O.